From a dataset of Full USPTO retrosynthesis dataset with 1.9M reactions from patents (1976-2016). Predict the reactants needed to synthesize the given product. (1) Given the product [CH3:1][C:2]1[C:6]2=[N:7][CH:8]=[CH:9][CH:10]=[C:5]2[S:4][C:3]=1[CH:11]=[O:12], predict the reactants needed to synthesize it. The reactants are: [CH3:1][C:2]1[C:6]2=[N:7][CH:8]=[CH:9][CH:10]=[C:5]2[S:4][C:3]=1[C:11](OCC)=[O:12].[Cl-].[Ca+2].[Cl-].[BH4-].[Na+].[Cl-].[NH4+]. (2) Given the product [Br:1][C:2]1[CH:3]=[C:4]2[C:14](=[CH:15][CH:16]=1)[O:13][C:7]1([CH2:12][CH2:11][CH2:10][CH2:9][CH2:8]1)[CH2:6][C:5]2=[N:24][C:23]#[N:22], predict the reactants needed to synthesize it. The reactants are: [Br:1][C:2]1[CH:3]=[C:4]2[C:14](=[CH:15][CH:16]=1)[O:13][C:7]1([CH2:12][CH2:11][CH2:10][CH2:9][CH2:8]1)[CH2:6][C:5]2=O.C[Si]([N:22]=[C:23]=[N:24][Si](C)(C)C)(C)C. (3) Given the product [O:16]1[CH2:15][C@H:14]1[CH2:12][O:11][C:8]1[CH:9]=[CH:10][C:4]2[S:3][C:2]([CH3:1])=[N:6][C:5]=2[CH:7]=1, predict the reactants needed to synthesize it. The reactants are: [CH3:1][C:2]1[S:3][C:4]2[CH:10]=[CH:9][C:8]([OH:11])=[CH:7][C:5]=2[N:6]=1.[CH2:12]([C@H:14]1[O:16][CH2:15]1)Cl.C(=O)([O-])[O-].[K+].[K+]. (4) Given the product [Cl:1][C:2]1[CH:12]=[C:11]([C:13]2[CH2:18][CH2:17][C:16](=[O:19])[NH:15][N:14]=2)[CH:10]=[CH:9][C:3]=1[O:4][CH2:5][C:6]([N:56]1[CH2:55][CH2:54][CH:53]([NH:52][CH2:51][C@H:50]([OH:59])[CH2:49][O:42][C:43]2[CH:48]=[CH:47][CH:46]=[CH:45][CH:44]=2)[CH2:58][CH2:57]1)=[O:8], predict the reactants needed to synthesize it. The reactants are: [Cl:1][C:2]1[CH:12]=[C:11]([C:13]2[CH2:18][CH2:17][C:16](=[O:19])[NH:15][N:14]=2)[CH:10]=[CH:9][C:3]=1[O:4][CH2:5][C:6]([OH:8])=O.Cl.CN(C)CCCN=C=NCC.OC1C2NN=NC=2N=CC=1.[O:42]([CH2:49][C@@H:50]([OH:59])[CH2:51][NH:52][CH:53]1[CH2:58][CH2:57][NH:56][CH2:55][CH2:54]1)[C:43]1[CH:48]=[CH:47][CH:46]=[CH:45][CH:44]=1.[OH-].[Na+].